From a dataset of Cav3 T-type calcium channel HTS with 100,875 compounds. Binary Classification. Given a drug SMILES string, predict its activity (active/inactive) in a high-throughput screening assay against a specified biological target. (1) The molecule is S=c1n(nnn1CC(O)=O)c1ccccc1. The result is 0 (inactive). (2) The molecule is O=C(N1CCN(CC1)c1ncccc1)CNC(=O)c1nn(c(=O)c2c1cccc2)c1ccc(OC)cc1. The result is 0 (inactive). (3) The molecule is FC(F)Oc1c(NC(=O)c2nccnc2)ccc(c1)C. The result is 0 (inactive). (4) The drug is Clc1cc(N\C=C2/N=C(OC2=O)c2occc2)ccc1. The result is 0 (inactive). (5) The compound is Clc1c(NC(=O)C\C(=N\NC(=S)N)C)cc(Cl)cc1. The result is 0 (inactive). (6) The result is 1 (active). The compound is O=C(CN1CCN(CC1)c1c(OC)cccc1)c1c2c([nH]c1C)cc(cc2)C. (7) The drug is S(=O)(=O)(N1C2CC(NC(=O)C)CC1CCC2)c1cc(F)ccc1. The result is 0 (inactive).